From a dataset of Full USPTO retrosynthesis dataset with 1.9M reactions from patents (1976-2016). Predict the reactants needed to synthesize the given product. (1) Given the product [ClH:38].[ClH:38].[NH2:4][C@@:5]([C@@H:26]1[CH2:30][CH2:29][NH:28][CH2:27]1)([CH2:6][CH2:7][CH2:8][CH2:9][B:10]([OH:11])[OH:14])[C:19]([OH:25])=[O:39], predict the reactants needed to synthesize it. The reactants are: C([NH:4][C:5]([C@@H:26]1[CH2:30][CH2:29][N:28](C(OC(C)(C)C)=O)[CH2:27]1)([C:19](=[O:25])NC(C)(C)C)[CH2:6][CH2:7][CH2:8][CH2:9][B:10]1[O:14]C(C)(C)C(C)(C)[O:11]1)(=O)C.[ClH:38].[OH2:39]. (2) Given the product [F:1][C:2]1[CH:10]=[CH:9][C:5]([C:6]([NH:19][C:15]2[S:14][CH:18]=[N:17][N:16]=2)=[O:7])=[CH:4][C:3]=1[N+:11]([O-:13])=[O:12], predict the reactants needed to synthesize it. The reactants are: [F:1][C:2]1[CH:10]=[CH:9][C:5]([C:6](Cl)=[O:7])=[CH:4][C:3]=1[N+:11]([O-:13])=[O:12].[S:14]1[CH:18]=[N:17][N:16]=[C:15]1[NH2:19]. (3) Given the product [Cl:1][C:2]1[C:7]([NH2:8])=[C:6]([C:32]2[CH:33]=[CH:34][CH:35]=[CH:36][C:31]=2[O:30][CH3:29])[CH:5]=[CH:4][N:3]=1, predict the reactants needed to synthesize it. The reactants are: [Cl:1][C:2]1[C:7]([N:8]=P(C2C=CC=CC=2)(C2C=CC=CC=2)C2C=CC=CC=2)=[C:6](I)[CH:5]=[CH:4][N:3]=1.[CH3:29][O:30][C:31]1[CH:36]=[CH:35][CH:34]=[CH:33][C:32]=1B(O)O.C(=O)([O-])[O-].[K+].[K+]. (4) Given the product [Cl:1][C:2]1[C:3]([O:12][C:13]2[CH:18]=[C:17]([O:19][CH2:20][CH2:21][CH2:22][O:23][CH3:24])[CH:16]=[CH:15][C:14]=2[CH2:25][CH2:26][CH2:27][OH:28])=[N:4][CH:5]=[C:6]([C:8]([F:10])([F:9])[F:11])[CH:7]=1, predict the reactants needed to synthesize it. The reactants are: [Cl:1][C:2]1[C:3]([O:12][C:13]2[CH:18]=[C:17]([O:19][CH2:20][CH2:21][CH2:22][O:23][CH3:24])[CH:16]=[CH:15][C:14]=2[CH2:25][CH2:26][C:27](OCC)=[O:28])=[N:4][CH:5]=[C:6]([C:8]([F:11])([F:10])[F:9])[CH:7]=1.C1(C)C=CC=CC=1.[H-].C([Al+]CC(C)C)C(C)C.CO.O. (5) Given the product [C:63]([O:68][CH3:69])(=[O:67])[C:64]([CH3:66])=[CH2:65].[CH2:56]=[CH:54][C:48]1[CH:53]=[CH:52][CH:51]=[CH:50][CH:49]=1, predict the reactants needed to synthesize it. The reactants are: C(OCC(COC(=O)C=C)(COCC(COC(=O)C=C)(COC(=O)C=C)COC(=O)C=C)COC(=O)C=C)(=O)C=C.COCC(O)C.[C:48]1([C:54]([C:56]2(O)CCCCC2)=O)[CH:53]=[CH:52][CH:51]=[CH:50][CH:49]=1.[C:63]([O:68][CH3:69])(=[O:67])[C:64]([CH3:66])=[CH2:65].C=CC1C=CC=CC=1. (6) Given the product [NH2:1][C:2]1[C:3]2[C:29]([CH2:40][C:39]#[N:43])([CH3:30])[C:28](=[O:31])[NH:27][C:4]=2[N:5]=[C:6]([C:8]2[C:16]3[C:11](=[CH:12][C:13]([Cl:17])=[CH:14][CH:15]=3)[N:10]([CH2:18][CH2:19][C:20]([F:25])([F:26])[C:21]([F:24])([F:23])[F:22])[N:9]=2)[N:7]=1, predict the reactants needed to synthesize it. The reactants are: [NH2:1][C:2]1[C:3]2[CH:29]([CH3:30])[C:28](=[O:31])[N:27](C(OC(C)(C)C)=O)[C:4]=2[N:5]=[C:6]([C:8]2[C:16]3[C:11](=[CH:12][C:13]([Cl:17])=[CH:14][CH:15]=3)[N:10]([CH2:18][CH2:19][C:20]([F:26])([F:25])[C:21]([F:24])([F:23])[F:22])[N:9]=2)[N:7]=1.[C:39]([N:43]=C(N(C)C)N(C)C)(C)(C)[CH3:40].BrCC#N.[NH4+].[Cl-].C(O)(C(F)(F)F)=O. (7) Given the product [CH3:21][O:22][C:23]1[CH:28]=[CH:27][C:26]([C:8]2[CH:9]=[C:10]3[C:5](=[CH:6][CH:7]=2)[C:4](=[O:19])[CH2:3][C:2]3([CH3:20])[CH3:1])=[CH:25][CH:24]=1, predict the reactants needed to synthesize it. The reactants are: [CH3:1][C:2]1([CH3:20])[C:10]2[C:5](=[CH:6][CH:7]=[C:8](OS(C(F)(F)F)(=O)=O)[CH:9]=2)[C:4](=[O:19])[CH2:3]1.[CH3:21][O:22][C:23]1[CH:28]=[CH:27][C:26](B(O)O)=[CH:25][CH:24]=1. (8) Given the product [Cl:27][C:28]([Cl:33])([Cl:32])[C:29]([NH:1][C:2]1[CH:7]=[CH:6][C:5]([C:8](=[O:17])[C:9]2[CH:14]=[CH:13][C:12]([O:15][CH3:16])=[CH:11][CH:10]=2)=[CH:4][C:3]=1[C:18](=[O:19])[C:20]1[CH:25]=[CH:24][CH:23]=[C:22]([Cl:26])[CH:21]=1)=[O:30], predict the reactants needed to synthesize it. The reactants are: [NH2:1][C:2]1[CH:7]=[CH:6][C:5]([C:8](=[O:17])[C:9]2[CH:14]=[CH:13][C:12]([O:15][CH3:16])=[CH:11][CH:10]=2)=[CH:4][C:3]=1[C:18]([C:20]1[CH:25]=[CH:24][CH:23]=[C:22]([Cl:26])[CH:21]=1)=[O:19].[Cl:27][C:28]([Cl:33])([Cl:32])[C:29](Cl)=[O:30].C(N(CC)CC)C.